Dataset: Reaction yield outcomes from USPTO patents with 853,638 reactions. Task: Predict the reaction yield, written as a fraction of the theoretical maximum amount of product (1.0 means a 100% yield; for example, 0.34 means a 34% yield). (1) The reactants are O=[C:2]1[CH2:11][N:10]2[C@H:12]3[CH2:17][CH2:16][N:15]([C:18]([O:20][CH2:21][CH3:22])=[O:19])[CH2:14][C@H:13]3[C:8]3[C:9]2=C([CH:5]=[CH:6][CH:7]=3)N1.[H-].[Na+].[CH3:25]I.[CH3:27][N:28]([CH:30]=[O:31])[CH3:29]. The catalyst is O. The product is [CH3:25][C:11]1([CH3:2])[N:10]2[C:12]3[CH2:17][CH2:16][N:15]([C:18]([O:20][CH2:21][CH3:22])=[O:19])[CH2:14][C:13]=3[C:8]3[C:9]2=[C:27]([CH:5]=[CH:6][CH:7]=3)[N:28]([CH3:29])[C:30]1=[O:31]. The yield is 0.900. (2) The reactants are [NH2:1][C:2]1[CH:3]=[CH:4][C:5]([O:12][C:13]2[CH:14]=[N:15][CH:16]=[C:17]([Cl:19])[CH:18]=2)=[C:6]([C:8](=[O:11])[CH2:9][CH3:10])[CH:7]=1.[CH3:20][O:21][C:22]1[CH:27]=[CH:26][C:25]([N:28]=[C:29]=[O:30])=[CH:24][CH:23]=1. The catalyst is C1COCC1. The product is [Cl:19][C:17]1[CH:18]=[C:13]([O:12][C:5]2[CH:4]=[CH:3][C:2]([NH:1][C:29]([NH:28][C:25]3[CH:26]=[CH:27][C:22]([O:21][CH3:20])=[CH:23][CH:24]=3)=[O:30])=[CH:7][C:6]=2[C:8](=[O:11])[CH2:9][CH3:10])[CH:14]=[N:15][CH:16]=1. The yield is 0.675. (3) The reactants are C[O:2][C:3]([CH:5]1[CH2:10][CH2:9][CH2:8][CH:7]([C:11]([C:13]2[CH:18]=[CH:17][C:16]([C:19]3[CH:24]=[CH:23][C:22]([NH2:25])=[CH:21][CH:20]=3)=[CH:15][CH:14]=2)=[O:12])[CH2:6]1)=[O:4].Cl[C:27]1[S:28][C:29]2[CH:35]=[C:34]([Cl:36])[CH:33]=[CH:32][C:30]=2[N:31]=1.[OH-].[Na+].Cl. The catalyst is C(O)CCC.Cl.O1CCOCC1.CO. The product is [Cl:36][C:34]1[CH:33]=[CH:32][C:30]2[N:31]=[C:27]([NH:25][C:22]3[CH:21]=[CH:20][C:19]([C:16]4[CH:17]=[CH:18][C:13]([C:11]([C@@H:7]5[CH2:8][CH2:9][CH2:10][C@H:5]([C:3]([OH:4])=[O:2])[CH2:6]5)=[O:12])=[CH:14][CH:15]=4)=[CH:24][CH:23]=3)[S:28][C:29]=2[CH:35]=1. The yield is 0.234. (4) The reactants are [OH-].[Na+].[C:3]1(=O)[O:8][C:6](=[O:7])[CH:5]=[CH:4]1. The catalyst is [Ni].[Re](O)(=O)(=O)=O.O1CCCC1. The product is [C:6]1(=[O:7])[O:8][CH2:3][CH2:4][CH2:5]1.[CH2:3]([OH:8])[CH2:4][CH2:5][CH2:6][OH:7]. The yield is 0.259. (5) The reactants are [CH:1]([C:9]1[CH:10]=[CH:11][C:12]2[O:13][CH2:14][C:15](=[O:19])[NH:16][C:17]=2[N:18]=1)=CC1C=CC=CC=1.BrC1C=CC2[O:25]CC(=O)NC=2N=1.C1(/C=C/B(O)O)C=CC=CC=1.C([O-])([O-])=O.[K+].[K+]. The catalyst is O1CCOCC1.O.CCOC(C)=O.C1C=CC([P]([Pd]([P](C2C=CC=CC=2)(C2C=CC=CC=2)C2C=CC=CC=2)([P](C2C=CC=CC=2)(C2C=CC=CC=2)C2C=CC=CC=2)[P](C2C=CC=CC=2)(C2C=CC=CC=2)C2C=CC=CC=2)(C2C=CC=CC=2)C2C=CC=CC=2)=CC=1. The product is [O:19]=[C:15]1[CH2:14][O:13][C:12]2[CH:11]=[CH:10][C:9]([CH:1]=[O:25])=[N:18][C:17]=2[NH:16]1. The yield is 0.430.